This data is from Full USPTO retrosynthesis dataset with 1.9M reactions from patents (1976-2016). The task is: Predict the reactants needed to synthesize the given product. (1) Given the product [CH2:17]([N:24]1[CH2:25][CH:26]=[C:27]([C:2]2[CH:7]=[CH:6][C:5]([C:8]([F:11])([F:10])[F:9])=[CH:4][CH:3]=2)[CH2:28][CH2:29]1)[C:18]1[CH:23]=[CH:22][CH:21]=[CH:20][CH:19]=1, predict the reactants needed to synthesize it. The reactants are: I[C:2]1[CH:7]=[CH:6][C:5]([C:8]([F:11])([F:10])[F:9])=[CH:4][CH:3]=1.[Li]CCCC.[CH2:17]([N:24]1[CH2:29][CH2:28][C:27](=O)[CH2:26][CH2:25]1)[C:18]1[CH:23]=[CH:22][CH:21]=[CH:20][CH:19]=1.C(=O)(O)[O-].[Na+]. (2) Given the product [C:1]([O:5][C:6](=[O:7])[NH:8][CH2:9][C:10]([N:31]1[CH2:30][CH2:29][CH2:28][CH:33]1[C:39](=[O:13])[NH2:36])=[O:12])([CH3:2])([CH3:3])[CH3:4], predict the reactants needed to synthesize it. The reactants are: [C:1]([O:5][C:6]([NH:8][CH2:9][C:10]([OH:12])=O)=[O:7])([CH3:4])([CH3:3])[CH3:2].[OH:13]N1C2C=CC=CC=2N=N1.C(N=C=N[CH2:28][CH2:29][CH2:30][N:31]([CH3:33])C)C.C([N:36]([CH2:39]C)CC)C. (3) Given the product [ClH:45].[C:39]1([CH:32]([C:33]2[CH:34]=[CH:35][CH:36]=[CH:37][CH:38]=2)[CH2:31][NH:30][C:9]2[N:8]=[C:7]([N:4]3[CH2:5][CH2:6][C@@H:2]([NH:1][C:108]([NH:109][C:110]4[CH:115]=[CH:114][CH:92]=[C:91]([C:88]5[NH:87][N:86]=[N:90][N:89]=5)[CH:111]=4)=[O:107])[CH2:3]3)[N:15]=[C:14]3[C:10]=2[N:11]=[CH:12][N:13]3[C@@H:16]2[CH2:20][C@H:19]([N:21]3[N:25]=[N:24][C:23]([CH2:26][CH3:27])=[N:22]3)[C@@H:18]([OH:28])[C@H:17]2[OH:29])[CH:44]=[CH:43][CH:42]=[CH:41][CH:40]=1, predict the reactants needed to synthesize it. The reactants are: [NH2:1][C@@H:2]1[CH2:6][CH2:5][N:4]([C:7]2[N:15]=[C:14]3[C:10]([N:11]=[CH:12][N:13]3[C@@H:16]3[CH2:20][C@H:19]([N:21]4[N:25]=[N:24][C:23]([CH2:26][CH3:27])=[N:22]4)[C@@H:18]([OH:28])[C@H:17]3[OH:29])=[C:9]([NH:30][CH2:31][CH:32]([C:39]3[CH:44]=[CH:43][CH:42]=[CH:41][CH:40]=3)[C:33]3[CH:38]=[CH:37][CH:36]=[CH:35][CH:34]=3)[N:8]=2)[CH2:3]1.[ClH:45].C1(C(C2C=CC=CC=2)CNC2N=C(N3CC[C@@H](NC(NC4C=NC(OC)=CC=4)=O)C3)N=C3C=2N=CN3[C@@H]2C[C@H]([N:86]3[N:90]=[N:89][C:88]([CH2:91][CH3:92])=[N:87]3)[C@@H](O)[C@H]2O)C=CC=CC=1.C1([O:107][C:108](=O)[NH:109][C:110]2[CH:111]=NC(OC)=[CH:114][CH:115]=2)C=CC=CC=1.N1C(NC2C=CC=CC=2)=NN=N1. (4) Given the product [Cl:31][C:25]1[N:26]=[C:27]([N:40]2[CH2:39][CH2:38][N:37]([C:41]([O:43][C:44]([CH3:46])([CH3:45])[CH3:47])=[O:42])[CH2:36][C:35]2=[O:34])[CH:28]=[CH:29][C:24]=1[O:23][CH2:22][C:21]([N:9]1[CH2:10][CH2:11][C:12]2[N:16]=[C:15]3[S:17][C:18]([CH3:20])=[N:19][N:14]3[C:13]=2[CH:8]1[C:5]1[CH:6]=[CH:7][C:2]([Cl:1])=[CH:3][C:4]=1[F:33])=[O:32], predict the reactants needed to synthesize it. The reactants are: [Cl:1][C:2]1[CH:7]=[CH:6][C:5]([CH:8]2[C:13]3[N:14]4[N:19]=[C:18]([CH3:20])[S:17][C:15]4=[N:16][C:12]=3[CH2:11][CH2:10][N:9]2[C:21](=[O:32])[CH2:22][O:23][C:24]2[C:25]([Cl:31])=[N:26][C:27](I)=[CH:28][CH:29]=2)=[C:4]([F:33])[CH:3]=1.[O:34]=[C:35]1[NH:40][CH2:39][CH2:38][N:37]([C:41]([O:43][C:44]([CH3:47])([CH3:46])[CH3:45])=[O:42])[CH2:36]1. (5) Given the product [OH:40][NH:39][C:28](=[O:30])[C:25]1[CH:26]=[CH:27][C:22]([C:13]2[CH:14]=[C:15]([CH2:17][O:18][CH2:19][CH2:20][CH3:21])[CH:16]=[C:11]([NH:10][S:7]([C:1]3[CH:6]=[CH:5][CH:4]=[CH:3][CH:2]=3)(=[O:9])=[O:8])[CH:12]=2)=[CH:23][CH:24]=1, predict the reactants needed to synthesize it. The reactants are: [C:1]1([S:7]([NH:10][C:11]2[CH:12]=[C:13]([C:22]3[CH:27]=[CH:26][C:25]([C:28]([OH:30])=O)=[CH:24][CH:23]=3)[CH:14]=[C:15]([CH2:17][O:18][CH2:19][CH2:20][CH3:21])[CH:16]=2)(=[O:9])=[O:8])[CH:6]=[CH:5][CH:4]=[CH:3][CH:2]=1.C1C=CC2[N:39]([OH:40])N=NC=2C=1.C(Cl)CCl.Cl.NO. (6) Given the product [N:17]1([CH2:21][C@@H:22]([NH:33][C:2]2[C:3]3[N:11]=[CH:10][CH:9]=[C:8]([C:12]([NH2:14])=[O:13])[C:4]=3[N:5]=[CH:6][N:7]=2)[C:23]2[CH:28]=[CH:27][C:26]([C:29]([F:31])([F:32])[F:30])=[CH:25][CH:24]=2)[CH2:20][CH2:19][CH2:18]1, predict the reactants needed to synthesize it. The reactants are: O[C:2]1[C:3]2[N:11]=[CH:10][CH:9]=[C:8]([C:12]([NH2:14])=[O:13])[C:4]=2[N:5]=[CH:6][N:7]=1.Cl.Cl.[N:17]1([CH2:21][C@@H:22]([NH2:33])[C:23]2[CH:28]=[CH:27][C:26]([C:29]([F:32])([F:31])[F:30])=[CH:25][CH:24]=2)[CH2:20][CH2:19][CH2:18]1. (7) Given the product [C:1]([C:5]1[CH:10]=[CH:9][C:8]([C:11]2[CH:12]=[CH:13][C:14]([NH2:17])=[CH:15][CH:16]=2)=[CH:7][CH:6]=1)([CH3:4])([CH3:2])[CH3:3], predict the reactants needed to synthesize it. The reactants are: [C:1]([C:5]1[CH:10]=[CH:9][C:8]([C:11]2[CH:16]=[CH:15][C:14]([N+:17]([O-])=O)=[CH:13][CH:12]=2)=[CH:7][CH:6]=1)([CH3:4])([CH3:3])[CH3:2].